Task: Regression. Given two drug SMILES strings and cell line genomic features, predict the synergy score measuring deviation from expected non-interaction effect.. Dataset: NCI-60 drug combinations with 297,098 pairs across 59 cell lines (1) Drug 2: CN1C(=O)N2C=NC(=C2N=N1)C(=O)N. Cell line: OVCAR-5. Synergy scores: CSS=47.6, Synergy_ZIP=1.25, Synergy_Bliss=1.69, Synergy_Loewe=-32.5, Synergy_HSA=-1.03. Drug 1: COC1=C(C=C2C(=C1)N=CN=C2NC3=CC(=C(C=C3)F)Cl)OCCCN4CCOCC4. (2) Drug 1: CN(C)N=NC1=C(NC=N1)C(=O)N. Drug 2: C(CN)CNCCSP(=O)(O)O. Cell line: HCT-15. Synergy scores: CSS=15.9, Synergy_ZIP=-1.06, Synergy_Bliss=1.53, Synergy_Loewe=-2.20, Synergy_HSA=-0.116.